From a dataset of Forward reaction prediction with 1.9M reactions from USPTO patents (1976-2016). Predict the product of the given reaction. (1) Given the reactants [OH:1][C:2]1[CH:10]=[CH:9][C:5]([C:6]([OH:8])=O)=[CH:4][CH:3]=1.[NH2:11][CH2:12][C:13]([O:15][CH2:16][CH3:17])=[O:14].Cl.C1C=CC(P(N=[N+]=[N-])(C2C=CC=CC=2)=O)=CC=1.CCN(CC)CC.N(CC)(CC)CC.Cl, predict the reaction product. The product is: [CH2:16]([O:15][C:13](=[O:14])[CH2:12][NH:11][C:6](=[O:8])[C:5]1[CH:4]=[CH:3][C:2]([OH:1])=[CH:10][CH:9]=1)[CH3:17]. (2) Given the reactants [C:1]([O:8][CH2:9][CH3:10])(=[O:7])[C:2]([O:4]CC)=O.[CH3:11][C:12]([CH3:14])=[O:13], predict the reaction product. The product is: [O:4]=[C:2]([CH2:11][C:12](=[O:13])[CH3:14])[C:1]([O:8][CH2:9][CH3:10])=[O:7]. (3) Given the reactants [CH:1]1[C:6](/[CH:7]=[CH:8]/[C:9]([OH:11])=[O:10])=[CH:5][CH:4]=[C:3]([OH:12])[CH:2]=1.[CH3:13]O, predict the reaction product. The product is: [CH3:13][O:10][C:9](=[O:11])[CH:8]=[CH:7][C:6]1[CH:5]=[CH:4][C:3]([OH:12])=[CH:2][CH:1]=1. (4) Given the reactants CO.[CH2:3]([O:10][C:11]([NH:13][C@H:14]([C:23]([OH:25])=[O:24])[CH2:15][S:16][C:17]1[CH:22]=[CH:21][CH:20]=[CH:19][CH:18]=1)=[O:12])[C:4]1[CH:9]=[CH:8][CH:7]=[CH:6][CH:5]=1.O.[C:27]1(C)C=CC(S(O)(=O)=O)=CC=1.C(=O)([O-])O.[Na+], predict the reaction product. The product is: [CH3:27][O:24][C:23](=[O:25])[C@H:14]([CH2:15][S:16][C:17]1[CH:22]=[CH:21][CH:20]=[CH:19][CH:18]=1)[NH:13][C:11]([O:10][CH2:3][C:4]1[CH:5]=[CH:6][CH:7]=[CH:8][CH:9]=1)=[O:12]. (5) Given the reactants [C:1]([O:5][C:6]([NH:8][C:9]([CH3:14])([CH3:13])[C:10]([OH:12])=[O:11])=[O:7])([CH3:4])([CH3:3])[CH3:2].[CH3:15][Si](C=[N+]=[N-])(C)C.C(O)(=O)C, predict the reaction product. The product is: [C:1]([O:5][C:6]([NH:8][C:9]([CH3:14])([CH3:13])[C:10]([O:12][CH3:15])=[O:11])=[O:7])([CH3:4])([CH3:2])[CH3:3]. (6) Given the reactants [Cl:1][C:2]1[CH:7]=[CH:6][C:5](/[CH:8]=[CH:9]/[C:10]2[CH:11]=[C:12]([N:16]3[C:20]([CH2:21][CH3:22])=[C:19]([C:23](O)=[O:24])[C:18]([CH2:26][CH3:27])=[N:17]3)[CH:13]=[CH:14][CH:15]=2)=[CH:4][CH:3]=1.ClC1N=C(OC)N=C(OC)N=1.CN1CCOCC1.[CH3:46][N:47]1[CH2:52][CH2:51][CH:50]([CH2:53][N:54]2[CH2:59][CH2:58][NH:57][CH2:56][CH2:55]2)[CH2:49][CH2:48]1, predict the reaction product. The product is: [Cl:1][C:2]1[CH:3]=[CH:4][C:5](/[CH:8]=[CH:9]/[C:10]2[CH:11]=[C:12]([N:16]3[C:20]([CH2:21][CH3:22])=[C:19]([C:23]([N:57]4[CH2:56][CH2:55][N:54]([CH2:53][CH:50]5[CH2:51][CH2:52][N:47]([CH3:46])[CH2:48][CH2:49]5)[CH2:59][CH2:58]4)=[O:24])[C:18]([CH2:26][CH3:27])=[N:17]3)[CH:13]=[CH:14][CH:15]=2)=[CH:6][CH:7]=1. (7) Given the reactants [CH:1]([C@H:3]1[CH2:7][CH2:6][CH2:5][C@@H:4]1[NH:8]C(=O)OC(C)(C)C)=[CH2:2].[C:16]([OH:22])([C:18]([F:21])([F:20])[F:19])=[O:17], predict the reaction product. The product is: [F:19][C:18]([F:21])([F:20])[C:16]([OH:22])=[O:17].[CH:1]([C@H:3]1[CH2:7][CH2:6][CH2:5][C@@H:4]1[NH2:8])=[CH2:2]. (8) Given the reactants COC1C=C(C=CC=1OC)C[NH:7][C:8]1[N:13]2[N:14]=[C:15]([C:17]3[O:18][CH:19]=[CH:20][CH:21]=3)[N:16]=[C:12]2[CH:11]=[C:10]([C:22]2[CH:27]=[CH:26][C:25]([CH:28]=[O:29])=[CH:24][CH:23]=2)[N:9]=1.C(C1C(=O)C(Cl)=C(Cl)C(=O)C=1C#N)#N, predict the reaction product. The product is: [NH2:7][C:8]1[N:13]2[N:14]=[C:15]([C:17]3[O:18][CH:19]=[CH:20][CH:21]=3)[N:16]=[C:12]2[CH:11]=[C:10]([C:22]2[CH:27]=[CH:26][C:25]([CH:28]=[O:29])=[CH:24][CH:23]=2)[N:9]=1.